From a dataset of NCI-60 drug combinations with 297,098 pairs across 59 cell lines. Regression. Given two drug SMILES strings and cell line genomic features, predict the synergy score measuring deviation from expected non-interaction effect. (1) Drug 1: CC1=C(C=C(C=C1)C(=O)NC2=CC(=CC(=C2)C(F)(F)F)N3C=C(N=C3)C)NC4=NC=CC(=N4)C5=CN=CC=C5. Drug 2: CCN(CC)CCNC(=O)C1=C(NC(=C1C)C=C2C3=C(C=CC(=C3)F)NC2=O)C. Cell line: NCIH23. Synergy scores: CSS=4.48, Synergy_ZIP=-0.991, Synergy_Bliss=1.83, Synergy_Loewe=1.76, Synergy_HSA=2.15. (2) Drug 1: C1CCC(C1)C(CC#N)N2C=C(C=N2)C3=C4C=CNC4=NC=N3. Drug 2: CN(C(=O)NC(C=O)C(C(C(CO)O)O)O)N=O. Cell line: TK-10. Synergy scores: CSS=1.83, Synergy_ZIP=1.68, Synergy_Bliss=-7.57, Synergy_Loewe=-8.59, Synergy_HSA=-7.57. (3) Drug 1: C1CCN(CC1)CCOC2=CC=C(C=C2)C(=O)C3=C(SC4=C3C=CC(=C4)O)C5=CC=C(C=C5)O. Drug 2: C1C(C(OC1N2C=NC3=C(N=C(N=C32)Cl)N)CO)O. Cell line: OVCAR-5. Synergy scores: CSS=1.00, Synergy_ZIP=-2.71, Synergy_Bliss=-3.69, Synergy_Loewe=-11.5, Synergy_HSA=-5.35. (4) Drug 1: CC1=C2C(C(=O)C3(C(CC4C(C3C(C(C2(C)C)(CC1OC(=O)C(C(C5=CC=CC=C5)NC(=O)OC(C)(C)C)O)O)OC(=O)C6=CC=CC=C6)(CO4)OC(=O)C)O)C)O. Drug 2: CC1C(C(CC(O1)OC2CC(CC3=C2C(=C4C(=C3O)C(=O)C5=C(C4=O)C(=CC=C5)OC)O)(C(=O)CO)O)N)O.Cl. Cell line: UACC62. Synergy scores: CSS=33.9, Synergy_ZIP=-7.09, Synergy_Bliss=-4.08, Synergy_Loewe=-3.79, Synergy_HSA=-1.59.